The task is: Predict the product of the given reaction.. This data is from Forward reaction prediction with 1.9M reactions from USPTO patents (1976-2016). (1) Given the reactants [N:1]1([CH2:10][C:11]([NH:13][C:14]2[CH:19]=[CH:18][C:17](Br)=[CH:16][CH:15]=2)=[O:12])[C:5]2[CH:6]=[CH:7][CH:8]=[CH:9][C:4]=2[N:3]=[CH:2]1.C([O-])([O-])=O.[K+].[K+].[Cl:27][C:28]1[CH:33]=[CH:32][CH:31]=[CH:30][C:29]=1B(O)O.CCO, predict the reaction product. The product is: [N:1]1([CH2:10][C:11]([NH:13][C:14]2[CH:19]=[CH:18][C:17]([C:29]3[CH:30]=[CH:31][CH:32]=[CH:33][C:28]=3[Cl:27])=[CH:16][CH:15]=2)=[O:12])[C:5]2[CH:6]=[CH:7][CH:8]=[CH:9][C:4]=2[N:3]=[CH:2]1. (2) Given the reactants [N:1]1[CH:6]=[CH:5][CH:4]=[C:3]([NH:7][C:8](=[O:15])OCC(Cl)(Cl)Cl)[CH:2]=1.Cl[C:17]1[CH:18]=[C:19]([C:23]2[N:24]=[C:25]([N:28]3[CH2:33][CH2:32][NH:31][CH2:30][CH2:29]3)[S:26][CH:27]=2)[CH:20]=[CH:21][CH:22]=1.[CH:34]([N:37](C(C)C)CC)(C)C.O, predict the reaction product. The product is: [C:34]([C:17]1[CH:18]=[C:19]([C:23]2[N:24]=[C:25]([N:28]3[CH2:33][CH2:32][N:31]([C:8]([NH:7][C:3]4[CH:2]=[N:1][CH:6]=[CH:5][CH:4]=4)=[O:15])[CH2:30][CH2:29]3)[S:26][CH:27]=2)[CH:20]=[CH:21][CH:22]=1)#[N:37]. (3) The product is: [CH3:16][C:14](=[CH2:15])[C:13]([O:12][CH2:11][CH2:10][O:9][CH2:1]/[CH:2]=[CH:3]/[CH2:4][CH2:5][CH2:6][CH:7]=[CH2:8])=[O:17]. Given the reactants [CH2:1]([O:9][CH2:10][CH2:11][OH:12])[CH:2]=[CH:3][CH2:4][CH2:5][CH2:6][CH:7]=[CH2:8].[C:13](OC)(=[O:17])[C:14]([CH3:16])=[CH2:15], predict the reaction product.